Dataset: Catalyst prediction with 721,799 reactions and 888 catalyst types from USPTO. Task: Predict which catalyst facilitates the given reaction. Reactant: [Cl:1][C:2]1[CH:21]=[CH:20][C:5]([O:6][CH:7]([C:14]2[CH:19]=[CH:18][CH:17]=[CH:16][CH:15]=2)[CH:8]2[O:13][CH2:12][CH2:11][NH:10][CH2:9]2)=[C:4]([O:22][CH3:23])[CH:3]=1.[C:24]([OH:31])(=[O:30])/[CH:25]=[CH:26]/[C:27]([OH:29])=[O:28]. Product: [C:24]([OH:31])(=[O:30])/[CH:25]=[CH:26]/[C:27]([OH:29])=[O:28].[Cl:1][C:2]1[CH:21]=[CH:20][C:5]([O:6][C@@H:7]([C:14]2[CH:19]=[CH:18][CH:17]=[CH:16][CH:15]=2)[C@H:8]2[O:13][CH2:12][CH2:11][NH:10][CH2:9]2)=[C:4]([O:22][CH3:23])[CH:3]=1. The catalyst class is: 21.